Regression. Given two drug SMILES strings and cell line genomic features, predict the synergy score measuring deviation from expected non-interaction effect. From a dataset of NCI-60 drug combinations with 297,098 pairs across 59 cell lines. (1) Drug 1: COC1=CC(=CC(=C1O)OC)C2C3C(COC3=O)C(C4=CC5=C(C=C24)OCO5)OC6C(C(C7C(O6)COC(O7)C8=CC=CS8)O)O. Drug 2: C1CN(CCN1C(=O)CCBr)C(=O)CCBr. Cell line: SNB-19. Synergy scores: CSS=38.6, Synergy_ZIP=-0.539, Synergy_Bliss=2.36, Synergy_Loewe=-9.45, Synergy_HSA=4.95. (2) Drug 1: C1=CC=C(C(=C1)C(C2=CC=C(C=C2)Cl)C(Cl)Cl)Cl. Drug 2: C1CC(=O)NC(=O)C1N2C(=O)C3=CC=CC=C3C2=O. Cell line: HCT-15. Synergy scores: CSS=7.91, Synergy_ZIP=2.67, Synergy_Bliss=1.31, Synergy_Loewe=2.38, Synergy_HSA=1.28. (3) Drug 1: CCC1=CC2CC(C3=C(CN(C2)C1)C4=CC=CC=C4N3)(C5=C(C=C6C(=C5)C78CCN9C7C(C=CC9)(C(C(C8N6C)(C(=O)OC)O)OC(=O)C)CC)OC)C(=O)OC.C(C(C(=O)O)O)(C(=O)O)O. Drug 2: CC1CCCC2(C(O2)CC(NC(=O)CC(C(C(=O)C(C1O)C)(C)C)O)C(=CC3=CSC(=N3)C)C)C. Cell line: A498. Synergy scores: CSS=11.7, Synergy_ZIP=-6.16, Synergy_Bliss=-0.276, Synergy_Loewe=-0.561, Synergy_HSA=-0.0170. (4) Drug 1: C1CC(C1)(C(=O)O)C(=O)O.[NH2-].[NH2-].[Pt+2]. Drug 2: CC1=C(C=C(C=C1)C(=O)NC2=CC(=CC(=C2)C(F)(F)F)N3C=C(N=C3)C)NC4=NC=CC(=N4)C5=CN=CC=C5. Cell line: MDA-MB-231. Synergy scores: CSS=-1.48, Synergy_ZIP=-0.793, Synergy_Bliss=0.898, Synergy_Loewe=-12.4, Synergy_HSA=-4.55.